This data is from Experimentally validated miRNA-target interactions with 360,000+ pairs, plus equal number of negative samples. The task is: Binary Classification. Given a miRNA mature sequence and a target amino acid sequence, predict their likelihood of interaction. (1) Result: 0 (no interaction). The protein sequence of the target gene is MSKGILQVHPPICDCPGCRISSPVNRGRLADKRTVALPAARNLKKERTPSFSASDGDSDGSGPTCGRRPGLKQEDGPHIRIMKRRVHTHWDVNISFREASCSQDGNLPTLISSVHRSRHLVMPEHQSRCEFQRGSLEIGLRPAGDLLGKRLGRSPRISSDCFSEKRARSESPQEALLLPRELGPSMAPEDHYRRLVSALSEASTFEDPQRLYHLGLPSHGEDPPWHDPPHHLPSHDLLRVRQEVAAAALRGPSGLEAHLPSSTAGQRRKQGLAQHREGAAPAAAPSFSERELPQPPPLLS.... The miRNA is rno-miR-378a-5p with sequence CUCCUGACUCCAGGUCCUGUGU. (2) The miRNA is hsa-miR-19b-2-5p with sequence AGUUUUGCAGGUUUGCAUUUCA. The protein sequence of the target gene is MSEAYFRVESGALGPEENFLSLDDILMSHEKLPVRTETAMPRLGAFFLERSAGAETDNAVPQGSKLELPLWLAKGLFDNKRRILSVELPKIYQEGWRTVFSADPNVVDLHKMGPHFYGFGSQLLHFDSPENADISQSLLQTFIGRFRRIMDSSQNAYNEDTSALVARLDEMERGLFQTGQKGLNDFQCWEKGQASQITASNLVQNYKKRKFTDMED. Result: 0 (no interaction). (3) The miRNA is hsa-miR-574-5p with sequence UGAGUGUGUGUGUGUGAGUGUGU. The protein sequence of the target gene is MGNGMCSRKQKRIFQTLLLLTVVFGFLYGAMLYYELQTQLRKAEAVALKYQQHQESLSAQLQVVYEHRSRLEKSLQKERLEHKKAKEDFLVYKLEAQETLNKGRQDSNSRYSALNVQHQMLKSQHEELKKQHSDLEEEHRKQGEDFSRTFNDHKQKYLQLQQEKEQELSKLKETVYNLREENRQLRKAHQDIHTQLQDVKQQHKNLLSEHEQLVVTLEDHKSALAAAQTQVAEYKQLKDTLNRIPSLRKPDPAEQQNVTQVAHSPQGYNTAREKPTREVQEVSRNNDVWQNHEAVPGRAE.... Result: 1 (interaction). (4) The miRNA is hsa-miR-548az-5p with sequence CAAAAGUGAUUGUGGUUUUUGC. The protein sequence of the target gene is MGHNGSWISPNASEPHNASGAEAAGVNRSALGEFGEAQLYRQFTTTVQVVIFIGSLLGNFMVLWSTCRTTVFKSVTNRFIKNLACSGICASLVCVPFDIILSTSPHCCWWIYTMLFCKVVKFLHKVFCSVTILSFPAIALDRYYSVLYPLERKISDAKSRELVMYIWAHAVVASVPVFAVTNVADIYATSTCTEVWSNSLGHLVYVLVYNITTVIVPVVVVFLFLILIRRALSASQKKKVIIAALRTPQNTISIPYASQREAELHATLLSMVMVFILCSVPYATLVVYQTVLNVPDTSVF.... Result: 1 (interaction).